This data is from Forward reaction prediction with 1.9M reactions from USPTO patents (1976-2016). The task is: Predict the product of the given reaction. (1) Given the reactants [CH2:1]([O:8][C:9]1[C:14]2[NH:15][C:16](=[O:19])[CH2:17][O:18][C:13]=2[C:12]([C:20](=[O:26])[CH:21](OCC)O)=[CH:11][CH:10]=1)[C:2]1[CH:7]=[CH:6][CH:5]=[CH:4][CH:3]=1.[NH2:27][C:28]1([CH2:31][CH2:32][N:33]2[C:38]3[CH:39]=[CH:40][CH:41]=[CH:42][C:37]=3[C:36]([CH3:44])([CH3:43])[O:35][C:34]2=[O:45])[CH2:30][CH2:29]1.[BH4-].[Na+].C(O)(=O)C, predict the reaction product. The product is: [CH2:1]([O:8][C:9]1[C:14]2[NH:15][C:16](=[O:19])[CH2:17][O:18][C:13]=2[C:12]([CH:20]([OH:26])[CH2:21][NH:27][C:28]2([CH2:31][CH2:32][N:33]3[C:38]4[CH:39]=[CH:40][CH:41]=[CH:42][C:37]=4[C:36]([CH3:43])([CH3:44])[O:35][C:34]3=[O:45])[CH2:30][CH2:29]2)=[CH:11][CH:10]=1)[C:2]1[CH:3]=[CH:4][CH:5]=[CH:6][CH:7]=1. (2) Given the reactants [F:1][C:2]1[CH:7]=[CH:6][C:5](I)=[CH:4][C:3]=1[C:9]([C:11]1[CH:16]=[CH:15][CH:14]=[C:13]([N+:17]([O-:19])=[O:18])[CH:12]=1)=[O:10].[N:20]1[CH:25]=[CH:24][C:23](B(O)O)=[CH:22][CH:21]=1.C(COC)OC.C(=O)([O-])[O-].[Na+].[Na+], predict the reaction product. The product is: [F:1][C:2]1[CH:7]=[CH:6][C:5]([C:23]2[CH:24]=[CH:25][N:20]=[CH:21][CH:22]=2)=[CH:4][C:3]=1[C:9]([C:11]1[CH:16]=[CH:15][CH:14]=[C:13]([N+:17]([O-:19])=[O:18])[CH:12]=1)=[O:10]. (3) Given the reactants F[C:2](F)(F)C(O)=O.Cl[C:9]1[CH:36]=[CH:35][C:12]([O:13][CH2:14][CH2:15][N:16]2[CH2:20][CH2:19][C:18]3([C:32]4[NH:31][C:30]5[C:25](=[CH:26][C:27]([O:33][CH3:34])=[CH:28][CH:29]=5)[C:24]=4[CH2:23][CH2:22][NH:21]3)[CH2:17]2)=[CH:11][CH:10]=1.CS(OCCOC1C=CC=CC=1C)(=O)=O, predict the reaction product. The product is: [CH3:34][O:33][C:27]1[CH:26]=[C:25]2[C:30](=[CH:29][CH:28]=1)[NH:31][C:32]1[C:18]3([CH2:19][CH2:20][N:16]([CH2:15][CH2:14][O:13][C:12]4[CH:35]=[CH:36][CH:9]=[CH:10][C:11]=4[CH3:2])[CH2:17]3)[NH:21][CH2:22][CH2:23][C:24]2=1.